This data is from Catalyst prediction with 721,799 reactions and 888 catalyst types from USPTO. The task is: Predict which catalyst facilitates the given reaction. (1) Reactant: [O:1]1[CH2:6][CH2:5][CH:4]([O:7][C:8]2[CH:15]=[CH:14][C:13](B3OC(C)(C)C(C)(C)O3)=[CH:12][C:9]=2[C:10]#[N:11])[CH2:3][CH2:2]1.[Cl:25][C:26]1[N:31]=[C:30](Cl)[CH:29]=[CH:28][N:27]=1.C([O-])([O-])=O.[K+].[K+]. Product: [Cl:25][C:26]1[N:31]=[C:30]([C:13]2[CH:14]=[CH:15][C:8]([O:7][CH:4]3[CH2:3][CH2:2][O:1][CH2:6][CH2:5]3)=[C:9]([CH:12]=2)[C:10]#[N:11])[CH:29]=[CH:28][N:27]=1. The catalyst class is: 70. (2) Reactant: [S:1]1[C:5]([NH:6][C:7](=O)OC(C)(C)C)=[CH:4][C:3]2[CH2:14][CH2:15][CH2:16][C:2]1=2.FC(F)(F)C(O)=O.C(OC=[C:28]1[C:33](=[O:34])[O:32][C:31]([CH3:36])([CH3:35])[O:30][C:29]1=[O:37])C. Product: [S:1]1[C:5]([NH:6][CH:7]=[C:28]2[C:33](=[O:34])[O:32][C:31]([CH3:36])([CH3:35])[O:30][C:29]2=[O:37])=[CH:4][C:3]2[CH2:14][CH2:15][CH2:16][C:2]1=2. The catalyst class is: 2.